From a dataset of Forward reaction prediction with 1.9M reactions from USPTO patents (1976-2016). Predict the product of the given reaction. (1) Given the reactants [CH3:1][N:2]([CH3:41])[CH2:3][CH2:4][N:5]1[CH2:10][CH2:9][CH:8]([N:11]([CH3:40])[C:12](=[O:39])[NH:13][C:14]2[CH:19]=[C:18]([O:20][C:21]3[CH:26]=[CH:25][C:24]([NH:27]C(=O)OCC4C=CC=CC=4)=[C:23]([F:38])[CH:22]=3)[CH:17]=[CH:16][N:15]=2)[CH2:7][CH2:6]1, predict the reaction product. The product is: [NH2:27][C:24]1[CH:25]=[CH:26][C:21]([O:20][C:18]2[CH:17]=[CH:16][N:15]=[C:14]([NH:13][C:12](=[O:39])[N:11]([CH:8]3[CH2:7][CH2:6][N:5]([CH2:4][CH2:3][N:2]([CH3:1])[CH3:41])[CH2:10][CH2:9]3)[CH3:40])[CH:19]=2)=[CH:22][C:23]=1[F:38]. (2) Given the reactants [Br:1][C:2]1[CH:3]=[C:4]([NH2:9])[C:5]([NH2:8])=[N:6][CH:7]=1.O[CH2:11][C:12]1[O:16][C:15]([CH:17]=[O:18])=[CH:14][CH:13]=1, predict the reaction product. The product is: [Br:1][C:2]1[CH:3]=[C:4]2[N:9]=[C:11]([C:12]3[O:16][C:15]([CH2:17][OH:18])=[CH:14][CH:13]=3)[NH:8][C:5]2=[N:6][CH:7]=1. (3) Given the reactants [O:1]=[C:2]1[NH:11][CH2:10][C@@H:9]2[C@H:4]([CH2:5][CH2:6][CH2:7][CH2:8]2)[N:3]1[CH:12]1[CH2:17][CH2:16][N:15]([C:18]([O:20][C:21]([CH3:24])([CH3:23])[CH3:22])=[O:19])[CH2:14][CH2:13]1.[H-].[Na+].[CH3:27]I, predict the reaction product. The product is: [CH3:27][N:11]1[CH2:10][C@@H:9]2[C@H:4]([CH2:5][CH2:6][CH2:7][CH2:8]2)[N:3]([CH:12]2[CH2:17][CH2:16][N:15]([C:18]([O:20][C:21]([CH3:24])([CH3:23])[CH3:22])=[O:19])[CH2:14][CH2:13]2)[C:2]1=[O:1]. (4) Given the reactants [CH:1]1([C@@H:7]([NH:9][C:10]([C:12]2[C:21]3[C:16](=[CH:17][CH:18]=[CH:19][CH:20]=3)[N:15]=[C:14]([C:22]3[S:23][CH:24]=[CH:25][CH:26]=3)[C:13]=2[CH2:27][N:28]2[CH2:33][CH2:32][N:31]([C:34](Cl)=[O:35])[CH2:30][CH2:29]2)=[O:11])[CH3:8])[CH2:6][CH2:5][CH2:4][CH2:3][CH2:2]1.[NH:37]1[CH2:42][CH2:41][CH:40]([OH:43])[CH2:39][CH2:38]1, predict the reaction product. The product is: [CH:1]1([C@@H:7]([NH:9][C:10]([C:12]2[C:21]3[C:16](=[CH:17][CH:18]=[CH:19][CH:20]=3)[N:15]=[C:14]([C:22]3[S:23][CH:24]=[CH:25][CH:26]=3)[C:13]=2[CH2:27][N:28]2[CH2:33][CH2:32][N:31]([C:34]([N:37]3[CH2:42][CH2:41][CH:40]([OH:43])[CH2:39][CH2:38]3)=[O:35])[CH2:30][CH2:29]2)=[O:11])[CH3:8])[CH2:6][CH2:5][CH2:4][CH2:3][CH2:2]1. (5) Given the reactants [Cl:1][C:2]1[CH:7]=[CH:6][C:5]([C:8]2[C:12]([CH2:13][O:14][C:15]3[CH:23]=[CH:22][C:18]([C:19]([OH:21])=O)=[CH:17][N:16]=3)=[C:11]([CH3:24])[O:10][N:9]=2)=[CH:4][CH:3]=1.CC1O[N:29]=[C:28]([C:31]2C=CC=CC=2)[C:27]=1COC1C=CC(C(O)=O)=CN=1.C(N)(C)C, predict the reaction product. The product is: [Cl:1][C:2]1[CH:3]=[CH:4][C:5]([C:8]2[C:12]([CH2:13][O:14][C:15]3[CH:23]=[CH:22][C:18]([C:19]([NH:29][CH:28]([CH3:31])[CH3:27])=[O:21])=[CH:17][N:16]=3)=[C:11]([CH3:24])[O:10][N:9]=2)=[CH:6][CH:7]=1. (6) Given the reactants [C:1]([OH:14])(=[O:13])[CH2:2][CH2:3][CH2:4][CH2:5][CH2:6][CH2:7][CH2:8][CH2:9][C:10]([OH:12])=[O:11].[C:15]1(C=CC(O)=C[CH:17]=1)O.[C:23]1(C)C=CC(S(O)(=O)=O)=C[CH:24]=1, predict the reaction product. The product is: [CH:15]([O:11][C:10](=[O:12])[CH2:9][CH2:8][CH2:7][CH2:6][CH2:5][CH2:4][CH2:3][CH2:2][C:1]([O:14][CH:23]=[CH2:24])=[O:13])=[CH2:17]. (7) Given the reactants P(Cl)(Cl)([Cl:3])=O.[CH3:6][C:7]1([CH3:29])[CH2:16][C:15]2[C:10](=[C:11]3[CH2:20][C:19]([CH3:22])([CH3:21])[O:18][C:12]3=[C:13](O)[CH:14]=2)[C:9]([C:23]2[CH:28]=[CH:27][CH:26]=[CH:25][CH:24]=2)=[N:8]1.[OH-].[Na+], predict the reaction product. The product is: [ClH:3].[Cl:3][C:13]1[CH:14]=[C:15]2[C:10](=[C:11]3[CH2:20][C:19]([CH3:22])([CH3:21])[O:18][C:12]=13)[C:9]([C:23]1[CH:24]=[CH:25][CH:26]=[CH:27][CH:28]=1)=[N:8][C:7]([CH3:6])([CH3:29])[CH2:16]2. (8) Given the reactants [C:1]([C:3]1[CH:4]=[C:5]([NH:23][C:24](=[O:29])[C:25]([F:28])([F:27])[F:26])[CH:6]=[N:7][C:8]=1[S:9](=[O:22])(=[O:21])[NH:10][C:11]1[CH:12]=[CH:13][C:14]2[CH2:18][O:17][B:16]([OH:19])[C:15]=2[CH:20]=1)#[N:2].[NH2:30][OH:31].Cl, predict the reaction product. The product is: [F:28][C:25]([F:26])([F:27])[C:24]([NH:23][C:5]1[CH:6]=[N:7][C:8]([S:9](=[O:21])(=[O:22])[NH:10][C:11]2[CH:12]=[CH:13][C:14]3[CH2:18][O:17][B:16]([OH:19])[C:15]=3[CH:20]=2)=[C:3]([C:1](=[NH:2])[NH:30][OH:31])[CH:4]=1)=[O:29].